Dataset: Catalyst prediction with 721,799 reactions and 888 catalyst types from USPTO. Task: Predict which catalyst facilitates the given reaction. Reactant: Cl.[CH3:2][C:3]([CH3:14])([O:5][N:6]=[C:7]1[CH2:12][CH2:11][CH:10]([NH2:13])[CH2:9][CH2:8]1)[CH3:4].Cl[C:16]([O:18][C:19]1[CH:24]=[CH:23][C:22]([N+:25]([O-:27])=[O:26])=[CH:21][CH:20]=1)=[O:17].C(N(C(C)C)CC)(C)C. Product: [CH3:4][C:3]([CH3:14])([O:5][N:6]=[C:7]1[CH2:8][CH2:9][CH:10]([NH:13][C:16](=[O:17])[O:18][C:19]2[CH:20]=[CH:21][C:22]([N+:25]([O-:27])=[O:26])=[CH:23][CH:24]=2)[CH2:11][CH2:12]1)[CH3:2]. The catalyst class is: 4.